From a dataset of Forward reaction prediction with 1.9M reactions from USPTO patents (1976-2016). Predict the product of the given reaction. (1) Given the reactants [F:1][C:2]1[CH:7]=[CH:6][C:5]([N+:8]([O-:10])=[O:9])=[C:4]([O:11][C@@H:12]2[CH2:17][CH2:16][CH2:15][CH2:14][C@H:13]2[OH:18])[CH:3]=1.F[B-](F)(F)F.[CH3:24][O+](C)C.O, predict the reaction product. The product is: [F:1][C:2]1[CH:7]=[CH:6][C:5]([N+:8]([O-:10])=[O:9])=[C:4]([O:11][C@@H:12]2[CH2:17][CH2:16][CH2:15][CH2:14][C@H:13]2[O:18][CH3:24])[CH:3]=1. (2) Given the reactants CO[C:3]([C:5]1[NH:6][C:7]2[CH:8]=[CH:9][CH:10]=[C:11]3[C:17](=[O:18])[NH:16][CH2:15][CH2:14][C:13]=1[C:12]=23)=[O:4].[CH3:19][NH2:20], predict the reaction product. The product is: [CH3:19][NH:20][C:3]([C:5]1[NH:6][C:7]2[CH:8]=[CH:9][CH:10]=[C:11]3[C:17](=[O:18])[NH:16][CH2:15][CH2:14][C:13]=1[C:12]=23)=[O:4]. (3) The product is: [CH3:10][O:9][C:5]1[CH:4]=[C:3]([Cl:20])[C:2]([Cl:1])=[CH:7][C:6]=1[I:8]. Given the reactants [Cl:1][C:2]1[CH:7]=[C:6]([I:8])[C:5]([O:9][CH3:10])=[CH:4][C:3]=1C.COC1C=C([Cl:20])C(Cl)=CC=1, predict the reaction product. (4) Given the reactants [OH:1][C:2]1[CH:15]=[CH:14][C:5]([CH2:6][CH:7]2[NH:12][C:11](=[O:13])[CH2:10][O:9][CH2:8]2)=[CH:4][CH:3]=1.C(=O)([O-])[O-].[K+].[K+].F[C:23]1[CH:28]=[CH:27][C:26]([N+:29]([O-:31])=[O:30])=[CH:25][CH:24]=1, predict the reaction product. The product is: [N+:29]([C:26]1[CH:27]=[CH:28][C:23]([O:1][C:2]2[CH:15]=[CH:14][C:5]([CH2:6][CH:7]3[NH:12][C:11](=[O:13])[CH2:10][O:9][CH2:8]3)=[CH:4][CH:3]=2)=[CH:24][CH:25]=1)([O-:31])=[O:30]. (5) The product is: [CH2:12]([O:11][C:9](=[O:10])[C:7]1[CH:8]=[C:3]([C:1]#[N:2])[C:4]([N:16]2[CH2:19][CH:18]([C:20](=[O:21])[NH:35][S:32]([CH2:31][C:25]3[CH:26]=[CH:27][CH:28]=[C:29]([F:30])[C:24]=3[F:23])(=[O:33])=[O:34])[CH2:17]2)=[N:5][C:6]=1[O:14][CH3:15])[CH3:13]. Given the reactants [C:1]([C:3]1[C:4]([N:16]2[CH2:19][CH:18]([C:20](O)=[O:21])[CH2:17]2)=[N:5][C:6]([O:14][CH3:15])=[C:7]([C:9]([O:11][CH2:12][CH3:13])=[O:10])[CH:8]=1)#[N:2].[F:23][C:24]1[C:29]([F:30])=[CH:28][CH:27]=[CH:26][C:25]=1[CH2:31][S:32]([NH2:35])(=[O:34])=[O:33], predict the reaction product.